Dataset: Full USPTO retrosynthesis dataset with 1.9M reactions from patents (1976-2016). Task: Predict the reactants needed to synthesize the given product. (1) The reactants are: Br[C:2]1[CH:7]=[CH:6][C:5]([C:8]2[CH:9]=[N:10][C:11]3[N:12]([C:14]([C:17]4([C:20]5[CH:21]=[C:22]6[C:27](=[CH:28][CH:29]=5)[N:26]=[CH:25][CH:24]=[CH:23]6)[CH2:19][CH2:18]4)=[N:15][N:16]=3)[N:13]=2)=[CH:4][CH:3]=1.[NH:30]1[CH:34]=[CH:33][CH:32]=[N:31]1.P([O-])([O-])([O-])=O.[K+].[K+].[K+].CNC1CCCCC1NC. Given the product [N:30]1([C:2]2[CH:7]=[CH:6][C:5]([C:8]3[CH:9]=[N:10][C:11]4[N:12]([C:14]([C:17]5([C:20]6[CH:21]=[C:22]7[C:27](=[CH:28][CH:29]=6)[N:26]=[CH:25][CH:24]=[CH:23]7)[CH2:19][CH2:18]5)=[N:15][N:16]=4)[N:13]=3)=[CH:4][CH:3]=2)[CH:34]=[CH:33][CH:32]=[N:31]1, predict the reactants needed to synthesize it. (2) Given the product [CH3:26][C:23]1([CH3:25])[C:22]2[C:21]3[CH:20]=[CH:19][CH:18]=[CH:17][C:16]=3[NH:15][C:14]=2[C:13]([C:27]([O:29][CH:30]([CH3:32])[CH3:31])=[O:28])=[CH:12][N:11]([C:9]([C:5]2[CH:6]=[CH:7][CH:8]=[C:3]([CH2:2][N:49]3[CH2:54][CH2:53][NH:52][CH2:51][CH2:50]3)[CH:4]=2)=[O:10])[CH2:24]1, predict the reactants needed to synthesize it. The reactants are: Cl[CH2:2][C:3]1[CH:4]=[C:5]([C:9]([N:11]2[CH2:24][C:23]([CH3:26])([CH3:25])[C:22]3[C:21]4[CH:20]=[CH:19][CH:18]=[CH:17][C:16]=4[NH:15][C:14]=3[C:13]([C:27]([O:29][CH:30]([CH3:32])[CH3:31])=[O:28])=[CH:12]2)=[O:10])[CH:6]=[CH:7][CH:8]=1.CCN(C(C)C)C(C)C.C(OC([N:49]1[CH2:54][CH2:53][NH:52][CH2:51][CH2:50]1)=O)(C)(C)C. (3) Given the product [F:19][C:11]1[C:12]([N:14]2[CH2:18][CH2:17][CH2:16][CH2:15]2)=[CH:13][C:8]2[N:7]=[C:23]([C:24]3[CH:29]=[CH:28][CH:27]=[C:26]([N:30]4[C:34]([CH2:35][OH:36])=[CH:33][N:32]=[N:31]4)[CH:25]=3)[CH2:22][C:21](=[O:44])[NH:20][C:9]=2[CH:10]=1, predict the reactants needed to synthesize it. The reactants are: C(OC(=O)[NH:7][C:8]1[CH:13]=[C:12]([N:14]2[CH2:18][CH2:17][CH2:16][CH2:15]2)[C:11]([F:19])=[CH:10][C:9]=1[NH:20][C:21](=[O:44])[CH2:22][C:23](=O)[C:24]1[CH:29]=[CH:28][CH:27]=[C:26]([N:30]2[C:34]([CH2:35][O:36]C3CCCCO3)=[CH:33][N:32]=[N:31]2)[CH:25]=1)(C)(C)C.C(O)(C(F)(F)F)=O. (4) Given the product [OH:1][C:2]1[CH:10]=[CH:9][C:5]([C:6]([NH:18][CH2:22][C:21]2[CH:26]=[CH:25][CH:24]=[CH:19][N:20]=2)=[O:8])=[CH:4][N:3]=1, predict the reactants needed to synthesize it. The reactants are: [OH:1][C:2]1[CH:10]=[CH:9][C:5]([C:6]([OH:8])=O)=[CH:4][N:3]=1.C([N:18]1[CH:22]=[CH:21][N:20]=[CH:19]1)([N:18]1[CH:22]=[CH:21][N:20]=[CH:19]1)=O.N1C=C[CH:26]=[C:25](CN)[CH:24]=1.OC1C=CC(CN2C=CN=C2)=CN=1.